Dataset: NCI-60 drug combinations with 297,098 pairs across 59 cell lines. Task: Regression. Given two drug SMILES strings and cell line genomic features, predict the synergy score measuring deviation from expected non-interaction effect. Drug 1: COC1=CC(=CC(=C1O)OC)C2C3C(COC3=O)C(C4=CC5=C(C=C24)OCO5)OC6C(C(C7C(O6)COC(O7)C8=CC=CS8)O)O. Drug 2: CC1C(C(=O)NC(C(=O)N2CCCC2C(=O)N(CC(=O)N(C(C(=O)O1)C(C)C)C)C)C(C)C)NC(=O)C3=C4C(=C(C=C3)C)OC5=C(C(=O)C(=C(C5=N4)C(=O)NC6C(OC(=O)C(N(C(=O)CN(C(=O)C7CCCN7C(=O)C(NC6=O)C(C)C)C)C)C(C)C)C)N)C. Cell line: MOLT-4. Synergy scores: CSS=84.5, Synergy_ZIP=13.3, Synergy_Bliss=13.0, Synergy_Loewe=9.98, Synergy_HSA=13.9.